Dataset: Catalyst prediction with 721,799 reactions and 888 catalyst types from USPTO. Task: Predict which catalyst facilitates the given reaction. (1) Reactant: [N+:1]([C:4]1[CH:5]=[CH:6][C:7]([C:10]#[N:11])=[N:8][CH:9]=1)([O-])=O.C(=O)(O)N. Product: [NH2:1][C:4]1[CH:5]=[CH:6][C:7]([C:10]#[N:11])=[N:8][CH:9]=1. The catalyst class is: 19. (2) Product: [Br:1][C:2]1[C:3]([NH:17][NH2:18])=[N:4][C:5]([N:9]2[C:13]([CH3:14])=[CH:12][CH:11]=[C:10]2[CH3:15])=[N:6][C:7]=1[CH3:8]. The catalyst class is: 44. Reactant: [Br:1][C:2]1[C:3](Cl)=[N:4][C:5]([N:9]2[C:13]([CH3:14])=[CH:12][CH:11]=[C:10]2[CH3:15])=[N:6][C:7]=1[CH3:8].[NH2:17][NH2:18]. (3) Reactant: I[C:2]1[CH:7]=[CH:6][C:5]([I:8])=[CH:4][CH:3]=1.C([Li])CCC.F[C:15]1[CH:20]=[CH:19][CH:18]=[CH:17][N:16]=1.O. Product: [I:8][C:5]1[CH:6]=[CH:7][C:2]([C:15]2[CH:20]=[CH:19][CH:18]=[CH:17][N:16]=2)=[CH:3][CH:4]=1. The catalyst class is: 28. (4) Reactant: [CH3:1][C:2]1[NH:6][CH:5]=[N:4][C:3]=1[CH:7]=[O:8].[H-].[Na+].[CH2:11](I)[CH3:12]. Product: [CH2:11]([N:6]1[C:2]([CH3:1])=[C:3]([CH:7]=[O:8])[N:4]=[CH:5]1)[CH3:12]. The catalyst class is: 118. (5) Reactant: [C:1]([O:5][C:6](=[O:17])[NH:7][C@H:8]1[CH2:13][CH2:12][C@@H:11]([CH2:14][CH2:15][NH2:16])[CH2:10][CH2:9]1)([CH3:4])([CH3:3])[CH3:2].C(N(CC)CC)C.Cl[C:26]([O:28][CH2:29][C:30]1[CH:35]=[CH:34][CH:33]=[CH:32][CH:31]=1)=[O:27]. Product: [C:1]([O:5][C:6](=[O:17])[NH:7][C@H:8]1[CH2:9][CH2:10][C@@H:11]([CH2:14][CH2:15][NH:16][C:26]([O:28][CH2:29][C:30]2[CH:35]=[CH:34][CH:33]=[CH:32][CH:31]=2)=[O:27])[CH2:12][CH2:13]1)([CH3:4])([CH3:2])[CH3:3]. The catalyst class is: 2. (6) Reactant: [O:1]1[CH2:3][C@@H:2]1[CH2:4][N:5]1[C:13](=[O:14])[C:12]2[C:7](=[CH:8][CH:9]=[CH:10][CH:11]=2)[C:6]1=[O:15].[N:16]([C:19]1[CH:24]=[CH:23][C:22]([N:25]2[CH2:30][CH2:29][O:28][CH2:27][C:26]2=[O:31])=[CH:21][CH:20]=1)=[C:17]=[O:18].[Br-].[Li+]. Product: [O:18]=[C:17]1[N:16]([C:19]2[CH:24]=[CH:23][C:22]([N:25]3[CH2:30][CH2:29][O:28][CH2:27][C:26]3=[O:31])=[CH:21][CH:20]=2)[CH2:3][C@H:2]([CH2:4][N:5]2[C:13](=[O:14])[C:12]3[C:7](=[CH:8][CH:9]=[CH:10][CH:11]=3)[C:6]2=[O:15])[O:1]1. The catalyst class is: 7. (7) Reactant: [C:1](=[O:16])([O:9][C:10]1[CH:15]=[CH:14][CH:13]=[CH:12][CH:11]=1)OC1C=CC=CC=1.[NH2:17][C@H:18]([C:26]([O-:28])=[O:27])[CH2:19]C1C=CC=CC=1.C([N+](CCCC)(CCCC)CCCC)CCC.Cl. Product: [O:9]([C:1]([NH:17][C@H:18]([C:26]([OH:28])=[O:27])[CH3:19])=[O:16])[C:10]1[CH:11]=[CH:12][CH:13]=[CH:14][CH:15]=1. The catalyst class is: 10.